This data is from CYP3A4 inhibition data for predicting drug metabolism from PubChem BioAssay. The task is: Regression/Classification. Given a drug SMILES string, predict its absorption, distribution, metabolism, or excretion properties. Task type varies by dataset: regression for continuous measurements (e.g., permeability, clearance, half-life) or binary classification for categorical outcomes (e.g., BBB penetration, CYP inhibition). Dataset: cyp3a4_veith. (1) The molecule is C=C(C)c1cccc(C(C)(C)NC(=O)Nc2cc(C)ccc2OC)c1. The result is 1 (inhibitor). (2) The drug is Nc1ccc(CCNc2ncnc3c2ncn3[C@@H]2O[C@@H](CO)[C@H](O)[C@@H]2O)cc1. The result is 1 (inhibitor). (3) The drug is Cc1cc([C@](C)(N)C(=O)O)ccc1P(=O)(O)O. The result is 0 (non-inhibitor). (4) The result is 0 (non-inhibitor). The drug is Cc1ccc2cc(C(=O)O)c(C)nc2c1. (5) The molecule is COc1ccccc1CNc1ncnc2ccc(-c3ccc4c(c3)OCO4)cc12. The result is 1 (inhibitor). (6) The drug is O=C(CCNc1cccc(Cl)c1)c1cccs1. The result is 1 (inhibitor).